From a dataset of Retrosynthesis with 50K atom-mapped reactions and 10 reaction types from USPTO. Predict the reactants needed to synthesize the given product. (1) Given the product CCCCc1nc2ccccn2c(=O)c1-c1ccc(O[C@@H]2CCN(C(=O)OC(C)(C)C)C2)cc1, predict the reactants needed to synthesize it. The reactants are: CC(C)(C)OC(=O)N1CC[C@H](O)C1.CCCCc1nc2ccccn2c(=O)c1-c1ccc(O)cc1. (2) Given the product O=C(CCCCCOC(=O)c1ccccc1)OCc1ccccc1, predict the reactants needed to synthesize it. The reactants are: O=C(CCCCCO)OCc1ccccc1.O=C(Cl)c1ccccc1. (3) Given the product CCOC(=O)c1ccc(S(=O)CC)nc1C(F)(F)F, predict the reactants needed to synthesize it. The reactants are: CCOC(=O)c1ccc(SCC)nc1C(F)(F)F.O=C(OO)c1cccc(Cl)c1. (4) Given the product O=C(O)Cc1cc(F)c([N+](=O)[O-])c(F)c1, predict the reactants needed to synthesize it. The reactants are: CC(C)(C)OC(=O)Cc1cc(F)c([N+](=O)[O-])c(F)c1. (5) Given the product O=C(O)C(F)(F)F, predict the reactants needed to synthesize it. The reactants are: CC(=O)Cl.OC(c1cccnc1)(c1ccc2nc(Cl)c(-c3ccccc3)c(Cl)c2c1)C1CCCNC1. (6) Given the product CCCC(C)C(C(=O)Nc1cccc(CCC(=O)O)c1C)c1ccc(CN2N=C(c3ccccc3)OCC2=O)cc1, predict the reactants needed to synthesize it. The reactants are: CCCC(C)C(C(=O)Nc1cccc(CCC(=O)OC(C)(C)C)c1C)c1ccc(CN2N=C(c3ccccc3)OCC2=O)cc1.